Dataset: Forward reaction prediction with 1.9M reactions from USPTO patents (1976-2016). Task: Predict the product of the given reaction. (1) The product is: [C:1]([O:5][C:6]([N:8]1[CH2:13][CH2:12][CH:11]([N:14]2[C:15]3=[N:16][C:17]([N:24]([CH3:26])[CH3:25])=[CH:18][CH:19]=[C:20]3[N:21]([CH3:31])[C:27]2=[O:29])[CH2:10][CH2:9]1)=[O:7])([CH3:4])([CH3:3])[CH3:2]. Given the reactants [C:1]([O:5][C:6]([N:8]1[CH2:13][CH2:12][CH:11]([NH:14][C:15]2[C:20]([N+:21]([O-])=O)=[CH:19][CH:18]=[C:17]([N:24]([CH3:26])[CH3:25])[N:16]=2)[CH2:10][CH2:9]1)=[O:7])([CH3:4])([CH3:3])[CH3:2].[CH:27]([O-:29])=O.[NH4+].[CH3:31][Si]([N-][Si](C)(C)C)(C)C.[K+].IC, predict the reaction product. (2) Given the reactants [I:1][C:2]1[CH:7]=[CH:6][C:5]([NH:8][NH2:9])=[CH:4][CH:3]=1.[C:10]([C:13]1[CH:14]=[N:15][CH:16]=[CH:17][CH:18]=1)(=O)[CH3:11], predict the reaction product. The product is: [I:1][C:2]1[CH:7]=[CH:6][C:5]([NH:8][N:9]=[C:10]([C:13]2[CH:14]=[N:15][CH:16]=[CH:17][CH:18]=2)[CH3:11])=[CH:4][CH:3]=1. (3) Given the reactants [NH2:1][CH:2]1[CH2:7][CH2:6][N:5]([CH2:8][CH2:9][N:10]2[C:19]3[C:14](=[CH:15][CH:16]=[C:17]([O:20][CH3:21])[CH:18]=3)[N:13]=[CH:12][C:11]2=[O:22])[CH2:4][CH2:3]1.Br[CH2:24][C:25]1[N:30]=[C:29]2[O:31][CH2:32][CH2:33][O:34][C:28]2=[CH:27][CH:26]=1.C(=O)([O-])[O-].[K+].[K+], predict the reaction product. The product is: [O:34]1[C:28]2[C:29](=[N:30][C:25]([CH2:24][NH:1][CH:2]3[CH2:3][CH2:4][N:5]([CH2:8][CH2:9][N:10]4[C:19]5[C:14](=[CH:15][CH:16]=[C:17]([O:20][CH3:21])[CH:18]=5)[N:13]=[CH:12][C:11]4=[O:22])[CH2:6][CH2:7]3)=[CH:26][CH:27]=2)[O:31][CH2:32][CH2:33]1. (4) Given the reactants [C:1]([O:7][C:8]([CH3:11])([CH3:10])[CH3:9])(=[O:6])[CH2:2][C:3]([O-:5])=O.[Mg+2].[Cl-].[Cl-].CC(C)([O-])C.[K+].[C:21]([NH:28][C@@H:29](C(O)=O)[CH3:30])([O:23][C:24]([CH3:27])([CH3:26])[CH3:25])=[O:22].Cl, predict the reaction product. The product is: [C:24]([O:23][C:21]([NH:28][C@H:29]([CH3:30])[C:3](=[O:5])[CH2:2][C:1]([O:7][C:8]([CH3:11])([CH3:10])[CH3:9])=[O:6])=[O:22])([CH3:27])([CH3:26])[CH3:25]. (5) Given the reactants Br[C:2]1[N:6]=[C:5](/[C:7](/[CH3:20])=[CH:8]/[C:9]2[N:19]=[C:12]3[C:13]([CH3:18])=[N:14][CH:15]=[C:16]([CH3:17])[N:11]3[N:10]=2)[N:4]([CH3:21])[N:3]=1.[NH:22]1[CH2:26][CH2:25][CH2:24][CH2:23]1, predict the reaction product. The product is: [CH3:17][C:16]1[N:11]2[N:10]=[C:9](/[CH:8]=[C:7](/[C:5]3[N:4]([CH3:21])[N:3]=[C:2]([N:22]4[CH2:26][CH2:25][CH2:24][CH2:23]4)[N:6]=3)\[CH3:20])[N:19]=[C:12]2[C:13]([CH3:18])=[N:14][CH:15]=1. (6) The product is: [OH:28][CH2:27][CH2:26][O:25][C:22]1[CH:21]=[CH:20][C:19]([C:3]([CH2:1][CH3:2])=[C:4]([C:5]2[CH:6]=[CH:7][C:8]([OH:11])=[CH:9][CH:10]=2)[C:12]2[CH:17]=[CH:16][C:15]([OH:18])=[CH:14][CH:13]=2)=[CH:24][CH:23]=1. Given the reactants [CH2:1]([C:3]([C:19]1[CH:24]=[CH:23][C:22]([O:25][CH2:26][C:27](OCC)=[O:28])=[CH:21][CH:20]=1)=[C:4]([C:12]1[CH:17]=[CH:16][C:15]([OH:18])=[CH:14][CH:13]=1)[C:5]1[CH:10]=[CH:9][C:8]([OH:11])=[CH:7][CH:6]=1)[CH3:2].[H-].[H-].[H-].[H-].[Li+].[Al+3], predict the reaction product. (7) Given the reactants Cl.Cl.[CH3:3][O:4][C:5]1[CH:6]=[C:7]2[C:12](=[CH:13][C:14]=1[CH2:15][NH:16][C@H:17]1[CH2:22][CH2:21][CH2:20][NH:19][C@H:18]1[C:23]1[CH:28]=[CH:27][CH:26]=[CH:25][CH:24]=1)[N:11]([CH3:29])[C:10](=[O:30])[CH2:9][CH2:8]2.C(=O)([O-])[O-].[K+].[K+].Cl[C:38]1[O:39][C:40]2[CH:46]=[CH:45][CH:44]=[CH:43][C:41]=2[N:42]=1, predict the reaction product. The product is: [O:39]1[C:40]2[CH:46]=[CH:45][CH:44]=[CH:43][C:41]=2[N:42]=[C:38]1[N:19]1[CH2:20][CH2:21][CH2:22][C@H:17]([NH:16][CH2:15][C:14]2[CH:13]=[C:12]3[C:7]([CH2:8][CH2:9][C:10](=[O:30])[N:11]3[CH3:29])=[CH:6][C:5]=2[O:4][CH3:3])[C@@H:18]1[C:23]1[CH:28]=[CH:27][CH:26]=[CH:25][CH:24]=1. (8) The product is: [C:15]([C:11]1[CH:12]=[C:13]([CH3:14])[C:8]([C:6]([OH:7])=[O:5])=[N:9][CH:10]=1)#[N:16]. Given the reactants C([O:5][C:6]([C:8]1[C:13]([CH3:14])=[CH:12][C:11]([C:15]#[N:16])=[CH:10][N:9]=1)=[O:7])(C)(C)C.O.C(O)(C(F)(F)F)=O, predict the reaction product.